Dataset: Full USPTO retrosynthesis dataset with 1.9M reactions from patents (1976-2016). Task: Predict the reactants needed to synthesize the given product. (1) Given the product [Na:1].[F:2][C:3]([F:11])([S:7]([OH:10])(=[O:9])=[O:8])[C:4]([O:6][C:18]12[CH2:22][CH:14]3[CH2:15][CH:16]([CH2:21][CH:20]([C:13]3=[O:12])[CH2:19]1)[CH2:17]2)=[O:5], predict the reactants needed to synthesize it. The reactants are: [Na:1].[F:2][C:3]([F:11])([S:7]([OH:10])(=[O:9])=[O:8])[C:4]([OH:6])=[O:5].[O:12]=[C:13]1[CH:20]2[CH2:21][C:16]3(O)[CH2:17][CH:18]([CH2:22][CH:14]1[CH2:15]3)[CH2:19]2.C(C1C=CC=CC=1)C.S(=O)(=O)(O)O. (2) Given the product [N:1]1[CH:6]=[CH:5][CH:4]=[C:3]([C:7]2([CH2:13][NH:14][C:15]([C:17]3[S:21][C:20]([NH2:22])=[N:19][C:31]=3[C:33]([F:36])([F:35])[F:34])=[O:16])[CH2:8][CH2:9][CH2:10][CH2:11][CH2:12]2)[CH:2]=1, predict the reactants needed to synthesize it. The reactants are: [N:1]1[CH:6]=[CH:5][CH:4]=[C:3]([C:7]2([CH2:13][NH:14][C:15]([C:17]3[S:21][C:20]([NH:22]C(OC(C)(C)C)=O)=[N:19]C=3C)=[O:16])[CH2:12][CH2:11][CH2:10][CH2:9][CH2:8]2)[CH:2]=1.[C:31](O)([C:33]([F:36])([F:35])[F:34])=O. (3) Given the product [O:15]1[C:19]2[CH:20]=[CH:21][CH:22]=[CH:23][C:18]=2[CH:17]=[C:16]1[CH:24]([C:2]1[C:7]([CH3:8])=[CH:6][CH:5]=[CH:4][C:3]=1[F:9])[NH:25][S:26]([C:29]1[CH:39]=[CH:38][C:32]2[O:33][CH2:34][CH2:35][CH2:36][O:37][C:31]=2[CH:30]=1)(=[O:27])=[O:28], predict the reactants needed to synthesize it. The reactants are: Br[C:2]1[C:7]([CH3:8])=[CH:6][CH:5]=[CH:4][C:3]=1[F:9].C([Li])CCC.[O:15]1[C:19]2[CH:20]=[CH:21][CH:22]=[CH:23][C:18]=2[CH:17]=[C:16]1[CH:24]=[N:25][S:26]([C:29]1[CH:39]=[CH:38][C:32]2[O:33][CH2:34][CH2:35][CH2:36][O:37][C:31]=2[CH:30]=1)(=[O:28])=[O:27]. (4) Given the product [Br:3][C:4]1[N:5]=[C:6]2[CH:11]=[C:12]([CH3:13])[N:10]([S:20]([C:17]3[CH:18]=[CH:19][C:14]([CH3:24])=[CH:15][CH:16]=3)(=[O:22])=[O:21])[C:7]2=[N:8][CH:9]=1, predict the reactants needed to synthesize it. The reactants are: [H-].[Na+].[Br:3][C:4]1[N:5]=[C:6]([C:11]#[C:12][CH3:13])[C:7]([NH2:10])=[N:8][CH:9]=1.[C:14]1([CH3:24])[CH:19]=[CH:18][C:17]([S:20](Cl)(=[O:22])=[O:21])=[CH:16][CH:15]=1.Cl. (5) Given the product [CH3:19][C:7]1[CH:6]=[C:5]([C:3]([OH:4])=[O:2])[CH:10]=[CH:9][C:8]=1[C:11]1[CH:16]=[CH:15][CH:14]=[CH:13][C:12]=1[O:17][CH3:18], predict the reactants needed to synthesize it. The reactants are: C[O:2][C:3]([C:5]1[CH:10]=[CH:9][C:8]([C:11]2[CH:16]=[CH:15][CH:14]=[CH:13][C:12]=2[O:17][CH3:18])=[C:7]([CH3:19])[CH:6]=1)=[O:4].[OH-].[Na+].Cl. (6) Given the product [CH:35]([O:38][CH:34]([CH3:33])[CH3:11])([CH3:36])[CH3:39].[N:1]1([CH2:6][CH2:7][NH:8][C:9]([C:11]2[CH:34]=[CH:33][C:14]3[NH:15][C:16]([C:18]4[C:30]5[C:29]6[C:24](=[CH:25][CH:26]=[CH:27][CH:28]=6)[CH:23]([NH2:31])[C:22]=5[CH:21]=[CH:20][CH:19]=4)=[N:17][C:13]=3[CH:12]=2)=[O:10])[CH2:5][CH2:4][CH2:3][CH2:2]1, predict the reactants needed to synthesize it. The reactants are: [N:1]1([CH2:6][CH2:7][NH:8][C:9]([C:11]2[CH:34]=[CH:33][C:14]3[NH:15][C:16]([C:18]4[C:30]5[C:29]6[C:24](=[CH:25][CH:26]=[CH:27][CH:28]=6)[C:23](=[N:31]O)[C:22]=5[CH:21]=[CH:20][CH:19]=4)=[N:17][C:13]=3[CH:12]=2)=[O:10])[CH2:5][CH2:4][CH2:3][CH2:2]1.[C:35]([OH:38])(=O)[CH3:36].[CH2:39](O)C.